From a dataset of NCI-60 drug combinations with 297,098 pairs across 59 cell lines. Regression. Given two drug SMILES strings and cell line genomic features, predict the synergy score measuring deviation from expected non-interaction effect. (1) Drug 1: C#CCC(CC1=CN=C2C(=N1)C(=NC(=N2)N)N)C3=CC=C(C=C3)C(=O)NC(CCC(=O)O)C(=O)O. Drug 2: CC1C(C(CC(O1)OC2CC(CC3=C2C(=C4C(=C3O)C(=O)C5=C(C4=O)C(=CC=C5)OC)O)(C(=O)CO)O)N)O.Cl. Cell line: DU-145. Synergy scores: CSS=37.0, Synergy_ZIP=-3.41, Synergy_Bliss=-2.68, Synergy_Loewe=-0.745, Synergy_HSA=-0.534. (2) Drug 1: CC1CCC2CC(C(=CC=CC=CC(CC(C(=O)C(C(C(=CC(C(=O)CC(OC(=O)C3CCCCN3C(=O)C(=O)C1(O2)O)C(C)CC4CCC(C(C4)OC)O)C)C)O)OC)C)C)C)OC. Drug 2: CN(C(=O)NC(C=O)C(C(C(CO)O)O)O)N=O. Cell line: HS 578T. Synergy scores: CSS=22.6, Synergy_ZIP=-5.72, Synergy_Bliss=3.53, Synergy_Loewe=-19.0, Synergy_HSA=0.900. (3) Drug 1: C1CCN(CC1)CCOC2=CC=C(C=C2)C(=O)C3=C(SC4=C3C=CC(=C4)O)C5=CC=C(C=C5)O. Drug 2: COC1=CC(=CC(=C1O)OC)C2C3C(COC3=O)C(C4=CC5=C(C=C24)OCO5)OC6C(C(C7C(O6)COC(O7)C8=CC=CS8)O)O. Cell line: MCF7. Synergy scores: CSS=35.7, Synergy_ZIP=-0.981, Synergy_Bliss=0.0949, Synergy_Loewe=-0.413, Synergy_HSA=4.79. (4) Drug 1: CC1CCC2CC(C(=CC=CC=CC(CC(C(=O)C(C(C(=CC(C(=O)CC(OC(=O)C3CCCCN3C(=O)C(=O)C1(O2)O)C(C)CC4CCC(C(C4)OC)OCCO)C)C)O)OC)C)C)C)OC. Drug 2: C(CN)CNCCSP(=O)(O)O. Cell line: EKVX. Synergy scores: CSS=14.7, Synergy_ZIP=-0.911, Synergy_Bliss=4.50, Synergy_Loewe=-46.2, Synergy_HSA=2.03. (5) Drug 1: CNC(=O)C1=CC=CC=C1SC2=CC3=C(C=C2)C(=NN3)C=CC4=CC=CC=N4. Drug 2: C1CN(CCN1C(=O)CCBr)C(=O)CCBr. Cell line: RPMI-8226. Synergy scores: CSS=11.0, Synergy_ZIP=-6.66, Synergy_Bliss=-0.531, Synergy_Loewe=-11.7, Synergy_HSA=-8.41. (6) Drug 1: C1CN(P(=O)(OC1)NCCCl)CCCl. Drug 2: COCCOC1=C(C=C2C(=C1)C(=NC=N2)NC3=CC=CC(=C3)C#C)OCCOC.Cl. Cell line: NCI-H460. Synergy scores: CSS=-1.74, Synergy_ZIP=-0.604, Synergy_Bliss=-1.58, Synergy_Loewe=-2.18, Synergy_HSA=-1.32. (7) Drug 1: CC1C(C(=O)NC(C(=O)N2CCCC2C(=O)N(CC(=O)N(C(C(=O)O1)C(C)C)C)C)C(C)C)NC(=O)C3=C4C(=C(C=C3)C)OC5=C(C(=O)C(=C(C5=N4)C(=O)NC6C(OC(=O)C(N(C(=O)CN(C(=O)C7CCCN7C(=O)C(NC6=O)C(C)C)C)C)C(C)C)C)N)C. Drug 2: CN(CCCl)CCCl.Cl. Cell line: NCI-H322M. Synergy scores: CSS=8.91, Synergy_ZIP=-6.19, Synergy_Bliss=-7.02, Synergy_Loewe=-36.6, Synergy_HSA=-9.10.